Task: Regression. Given a peptide amino acid sequence and an MHC pseudo amino acid sequence, predict their binding affinity value. This is MHC class II binding data.. Dataset: Peptide-MHC class II binding affinity with 134,281 pairs from IEDB (1) The peptide sequence is YLILKNLTGLVSTGS. The MHC is DRB1_0404 with pseudo-sequence DRB1_0404. The binding affinity (normalized) is 0.855. (2) The peptide sequence is KPLLIIAEDVEGEY. The MHC is DRB1_0404 with pseudo-sequence DRB1_0404. The binding affinity (normalized) is 0.576.